This data is from Full USPTO retrosynthesis dataset with 1.9M reactions from patents (1976-2016). The task is: Predict the reactants needed to synthesize the given product. The reactants are: ClN1C(=O)CCC1=O.[Br:9][C:10]1[CH:11]=[C:12]([SH:16])[CH:13]=[CH:14][CH:15]=1.[CH2:17]([O:19][C:20]([C:22]1[NH:23][C:24]2[C:29]([CH:30]=1)=[CH:28][CH:27]=[C:26]([Cl:31])[CH:25]=2)=[O:21])[CH3:18]. Given the product [CH2:17]([O:19][C:20]([C:22]1[NH:23][C:24]2[C:29]([C:30]=1[S:16][C:12]1[CH:13]=[CH:14][CH:15]=[C:10]([Br:9])[CH:11]=1)=[CH:28][CH:27]=[C:26]([Cl:31])[CH:25]=2)=[O:21])[CH3:18], predict the reactants needed to synthesize it.